From a dataset of Full USPTO retrosynthesis dataset with 1.9M reactions from patents (1976-2016). Predict the reactants needed to synthesize the given product. (1) Given the product [O:4]1[CH2:1][CH:8]=[C:7]([B:9]2[O:10][C:11]([CH3:16])([CH3:17])[C:12]([CH3:14])([CH3:15])[O:13]2)[CH2:6][CH2:5]1, predict the reactants needed to synthesize it. The reactants are: [CH2:1]([O:4][CH2:5][CH2:6][C:7]([B:9]1[O:13][C:12]([CH3:15])([CH3:14])[C:11]([CH3:17])([CH3:16])[O:10]1)=[CH2:8])C=C. (2) Given the product [O:7]=[CH:8][CH2:9][NH:10][C:11](=[O:17])[O:12][C:13]([CH3:15])([CH3:14])[CH3:16], predict the reactants needed to synthesize it. The reactants are: I([O-])(=O)(=O)=O.[Na+].[OH:7][CH:8](CO)[CH2:9][NH:10][C:11](=[O:17])[O:12][C:13]([CH3:16])([CH3:15])[CH3:14].ClCCl. (3) Given the product [C:1]([O:5][C:6](=[O:7])[NH:8][CH:9]([C:28](=[O:32])[N:29]([CH3:31])[CH3:30])[C:10]1[CH:27]=[CH:26][C:13]([O:14][C:15]2[CH:16]=[CH:17][C:18]([CH2:21][CH2:22][C:23](=[O:24])[N:35]([CH3:36])[CH3:33])=[CH:19][CH:20]=2)=[CH:12][CH:11]=1)([CH3:3])([CH3:4])[CH3:2], predict the reactants needed to synthesize it. The reactants are: [C:1]([O:5][C:6]([NH:8][CH:9]([C:28](=[O:32])[N:29]([CH3:31])[CH3:30])[C:10]1[CH:27]=[CH:26][C:13]([O:14][C:15]2[CH:20]=[CH:19][C:18]([CH2:21][CH2:22][C:23](O)=[O:24])=[CH:17][CH:16]=2)=[CH:12][CH:11]=1)=[O:7])([CH3:4])([CH3:3])[CH3:2].[CH2:33]([N:35](CC)[CH2:36]C)C.CN([P+](ON1N=NC2C=CC=CC1=2)(N(C)C)N(C)C)C.F[P-](F)(F)(F)(F)F.CNC. (4) Given the product [Cl:10][C:9]1[CH:8]=[C:5]2[C:4](=[CH:3][C:2]=1[Cl:1])[NH:11][N:24]=[C:6]2[CH2:15][C:14]([OH:20])=[O:19], predict the reactants needed to synthesize it. The reactants are: [Cl:1][C:2]1[C:9]([Cl:10])=[CH:8][C:5]([CH:6]=O)=[C:4]([N+:11]([O-])=O)[CH:3]=1.[C:14]([OH:20])(=[O:19])[CH2:15]C(O)=O.C([O-])=O.[NH4+:24].Cl. (5) Given the product [OH:47][CH2:46][CH2:45][N:1]1[CH2:6][CH2:5][CH:4]([N:7]2[CH:30]=[C:29]3[C:9]([C:10](=[O:34])[NH:11][CH2:12][CH2:13][CH2:14][CH2:15][CH2:16][CH2:17][N:18]4[CH:33]=[C:21]([C:22]5[N:32]=[C:26]([C:27](=[O:31])[NH:28]3)[CH:25]=[CH:24][CH:23]=5)[CH:20]=[N:19]4)=[N:8]2)[CH2:3][CH2:2]1, predict the reactants needed to synthesize it. The reactants are: [NH:1]1[CH2:6][CH2:5][CH:4]([N:7]2[CH:30]=[C:29]3[C:9]([C:10](=[O:34])[NH:11][CH2:12][CH2:13][CH2:14][CH2:15][CH2:16][CH2:17][N:18]4[CH:33]=[C:21]([C:22]5[N:32]=[C:26]([C:27](=[O:31])[NH:28]3)[CH:25]=[CH:24][CH:23]=5)[CH:20]=[N:19]4)=[N:8]2)[CH2:3][CH2:2]1.C(N(C(C)C)C(C)C)C.Br[CH2:45][CH2:46][OH:47]. (6) Given the product [CH2:33]([CH:32]([N:21]1[C:17]2=[N:18][C:19]([CH3:20])=[C:14]([C:4]3[CH:5]=[CH:6][C:7]([O:9][C:10]([F:12])([F:13])[F:11])=[CH:8][C:3]=3[O:2][CH3:1])[N:15]=[C:16]2[C:23]([OH:24])=[N:22]1)[CH2:35][CH3:36])[CH3:34].[CH2:33]([CH:32]([O:24][C:23]1[C:16]2[C:17](=[N:18][C:19]([CH3:20])=[C:14]([C:4]3[CH:5]=[CH:6][C:7]([O:9][C:10]([F:12])([F:13])[F:11])=[CH:8][C:3]=3[O:2][CH3:1])[N:15]=2)[NH:21][N:22]=1)[CH2:35][CH3:36])[CH3:34], predict the reactants needed to synthesize it. The reactants are: [CH3:1][O:2][C:3]1[CH:8]=[C:7]([O:9][C:10]([F:13])([F:12])[F:11])[CH:6]=[CH:5][C:4]=1[C:14]1[N:15]=[C:16]2[C:23]([OH:24])=[N:22][NH:21][C:17]2=[N:18][C:19]=1[CH3:20].C([O-])([O-])=O.[K+].[K+].Br[CH:32]([CH2:35][CH3:36])[CH2:33][CH3:34]. (7) Given the product [NH2:10][C:7]1[CH:6]=[CH:5][C:4]([C:2]([NH:13][C:14](=[O:16])[CH3:15])([CH3:3])[CH3:1])=[CH:9][CH:8]=1, predict the reactants needed to synthesize it. The reactants are: [CH3:1][C:2]([NH:13][C:14](=[O:16])[CH3:15])([C:4]1[CH:9]=[CH:8][C:7]([N+:10]([O-])=O)=[CH:6][CH:5]=1)[CH3:3].